This data is from Catalyst prediction with 721,799 reactions and 888 catalyst types from USPTO. The task is: Predict which catalyst facilitates the given reaction. (1) Reactant: C=O.[CH3:3][NH:4][CH3:5].[Cl:6][C:7]1[CH:40]=[CH:39][CH:38]=[CH:37][C:8]=1[CH2:9][N:10]1[C:18]2[C:17](=[O:19])[N:16]([CH3:20])[C:15](=[O:21])[N:14]([CH3:22])[C:13]=2[CH:12]=[C:11]1[N:23]1[CH2:28][CH2:27][CH2:26][C@@H:25]([NH:29][C:30](=[O:36])[O:31][C:32]([CH3:35])([CH3:34])[CH3:33])[CH2:24]1.[C:41]1(C)C=CC=CC=1. Product: [Cl:6][C:7]1[CH:40]=[CH:39][CH:38]=[CH:37][C:8]=1[CH2:9][N:10]1[C:18]2[C:17](=[O:19])[N:16]([CH3:20])[C:15](=[O:21])[N:14]([CH3:22])[C:13]=2[C:12]([CH2:3][N:4]([CH3:41])[CH3:5])=[C:11]1[N:23]1[CH2:28][CH2:27][CH2:26][C@@H:25]([NH:29][C:30](=[O:36])[O:31][C:32]([CH3:34])([CH3:35])[CH3:33])[CH2:24]1. The catalyst class is: 212. (2) Reactant: Br[C:2]1[C:11]2[C:6](=[CH:7][C:8]([C:12]#[N:13])=[CH:9][CH:10]=2)[CH:5]=[CH:4][C:3]=1[N:14]([CH2:22][CH:23]=[CH:24][Cl:25])[C:15](=[O:21])[O:16][C:17]([CH3:20])([CH3:19])[CH3:18].CCCC[SnH](CCCC)CCCC.CC(N=NC(C#N)(C)C)(C#N)C. Product: [Cl:25][CH2:24][CH:23]1[C:2]2[C:11]3[CH:10]=[CH:9][C:8]([C:12]#[N:13])=[CH:7][C:6]=3[CH:5]=[CH:4][C:3]=2[N:14]([C:15]([O:16][C:17]([CH3:20])([CH3:19])[CH3:18])=[O:21])[CH2:22]1. The catalyst class is: 48.